From a dataset of NCI-60 drug combinations with 297,098 pairs across 59 cell lines. Regression. Given two drug SMILES strings and cell line genomic features, predict the synergy score measuring deviation from expected non-interaction effect. (1) Drug 1: COC1=CC(=CC(=C1O)OC)C2C3C(COC3=O)C(C4=CC5=C(C=C24)OCO5)OC6C(C(C7C(O6)COC(O7)C8=CC=CS8)O)O. Drug 2: CC1=CC2C(CCC3(C2CCC3(C(=O)C)OC(=O)C)C)C4(C1=CC(=O)CC4)C. Cell line: HOP-62. Synergy scores: CSS=31.0, Synergy_ZIP=6.28, Synergy_Bliss=9.62, Synergy_Loewe=-40.5, Synergy_HSA=5.36. (2) Drug 1: CCCS(=O)(=O)NC1=C(C(=C(C=C1)F)C(=O)C2=CNC3=C2C=C(C=N3)C4=CC=C(C=C4)Cl)F. Drug 2: C1CN1P(=S)(N2CC2)N3CC3. Cell line: HT29. Synergy scores: CSS=39.6, Synergy_ZIP=-1.81, Synergy_Bliss=-3.30, Synergy_Loewe=-12.7, Synergy_HSA=-2.44. (3) Drug 1: CC(CN1CC(=O)NC(=O)C1)N2CC(=O)NC(=O)C2. Drug 2: CS(=O)(=O)OCCCCOS(=O)(=O)C. Cell line: A549. Synergy scores: CSS=39.3, Synergy_ZIP=-2.42, Synergy_Bliss=-0.370, Synergy_Loewe=-0.884, Synergy_HSA=2.94. (4) Drug 1: CC1C(C(CC(O1)OC2CC(OC(C2O)C)OC3=CC4=CC5=C(C(=O)C(C(C5)C(C(=O)C(C(C)O)O)OC)OC6CC(C(C(O6)C)O)OC7CC(C(C(O7)C)O)OC8CC(C(C(O8)C)O)(C)O)C(=C4C(=C3C)O)O)O)O. Drug 2: N.N.Cl[Pt+2]Cl. Cell line: UACC-257. Synergy scores: CSS=74.7, Synergy_ZIP=-2.29, Synergy_Bliss=1.04, Synergy_Loewe=-0.0450, Synergy_HSA=0.917. (5) Drug 1: CS(=O)(=O)CCNCC1=CC=C(O1)C2=CC3=C(C=C2)N=CN=C3NC4=CC(=C(C=C4)OCC5=CC(=CC=C5)F)Cl. Drug 2: C1C(C(OC1N2C=NC(=NC2=O)N)CO)O. Cell line: UACC-257. Synergy scores: CSS=-4.09, Synergy_ZIP=2.82, Synergy_Bliss=3.20, Synergy_Loewe=-0.381, Synergy_HSA=-0.0425.